This data is from Full USPTO retrosynthesis dataset with 1.9M reactions from patents (1976-2016). The task is: Predict the reactants needed to synthesize the given product. (1) Given the product [Br:18][C:15]1[CH:16]=[CH:17][C:12]2[NH:11][C:10](=[O:27])[CH:8]([CH3:9])[N:7]=[C:19]([C:21]3[CH:26]=[CH:25][CH:24]=[CH:23][N:22]=3)[C:13]=2[CH:14]=1, predict the reactants needed to synthesize it. The reactants are: C(OC(=O)[NH:7][CH:8]([C:10](=[O:27])[NH:11][C:12]1[CH:17]=[CH:16][C:15]([Br:18])=[CH:14][C:13]=1[C:19]([C:21]1[CH:26]=[CH:25][CH:24]=[CH:23][N:22]=1)=O)[CH3:9])(C)(C)C.Cl. (2) The reactants are: [C:1]([C:3]1[CH:4]=[C:5]([NH:9][C:10](=[O:33])[NH:11][C:12]2[CH:17]=[CH:16][C:15]([S:18]([NH:21][CH2:22][C:23]3[CH:28]=[CH:27][C:26]([S:29](=[O:32])(=[O:31])[NH2:30])=[CH:25][CH:24]=3)(=[O:20])=[O:19])=[CH:14][CH:13]=2)[CH:6]=[CH:7][CH:8]=1)#[N:2].[N:34]1([C:40](=[O:45])[CH2:41][CH2:42][CH2:43][CH3:44])[CH2:39][CH2:38][NH:37][CH2:36][CH2:35]1. Given the product [NH:2]=[C:1]([N:37]1[CH2:38][CH2:39][N:34]([C:40](=[O:45])[CH2:41][CH2:42][CH2:43][CH3:44])[CH2:35][CH2:36]1)[C:3]1[CH:4]=[C:5]([NH:9][C:10](=[O:33])[NH:11][C:12]2[CH:17]=[CH:16][C:15]([S:18]([NH:21][CH2:22][C:23]3[CH:28]=[CH:27][C:26]([S:29](=[O:32])(=[O:31])[NH2:30])=[CH:25][CH:24]=3)(=[O:20])=[O:19])=[CH:14][CH:13]=2)[CH:6]=[CH:7][CH:8]=1, predict the reactants needed to synthesize it. (3) The reactants are: Br[C:2]1[CH:3]=[C:4]([NH:10][C@H:11]([CH2:15][C:16]2[C:24]3[C:19](=[CH:20][CH:21]=[CH:22][CH:23]=3)[NH:18][CH:17]=2)[C:12]([NH2:14])=[O:13])[CH:5]=[CH:6][C:7]=1[C:8]#[N:9].Cl.[NH2:26][C:27]1[S:31][N:30]=[C:29]([CH3:32])[CH:28]=1.C([O-])([O-])=O.[K+].[K+].C1C=CC(P(C2C(C3C(P(C4C=CC=CC=4)C4C=CC=CC=4)=CC=C4C=3C=CC=C4)=C3C(C=CC=C3)=CC=2)C2C=CC=CC=2)=CC=1. Given the product [C:8]([C:7]1[CH:6]=[CH:5][C:4]([NH:10][C@H:11]([CH2:15][C:16]2[C:24]3[C:19](=[CH:20][CH:21]=[CH:22][CH:23]=3)[NH:18][CH:17]=2)[C:12]([NH2:14])=[O:13])=[CH:3][C:2]=1[NH:26][C:27]1[S:31][N:30]=[C:29]([CH3:32])[CH:28]=1)#[N:9], predict the reactants needed to synthesize it. (4) Given the product [CH:37]([N:34]1[CH2:35][CH2:36][CH:31]([O:30][C:25]2[CH:24]=[CH:23][C:22]([C:19]3[N:18]=[CH:17][N:16]=[C:15]4[C:20]=3[N:21]=[C:13]([C:10]3[CH:9]=[CH:8][C:7]([N:4]5[CH2:3][CH2:42][N:43]([CH3:44])[CH2:6][CH2:5]5)=[CH:12][CH:11]=3)[NH:14]4)=[CH:29][C:26]=2[C:27]#[N:28])[CH2:32][CH2:33]1)=[O:40], predict the reactants needed to synthesize it. The reactants are: O1[CH2:6][CH2:5][N:4]([C:7]2[CH:12]=[CH:11][C:10]([C:13]3[NH:14][C:15]4[C:20]([N:21]=3)=[C:19]([C:22]3[CH:23]=[CH:24][C:25]([O:30][CH:31]5[CH2:36][CH2:35][NH:34][CH2:33][CH2:32]5)=[C:26]([CH:29]=3)[C:27]#[N:28])[N:18]=[CH:17][N:16]=4)=[CH:9][CH:8]=2)[CH2:3]C1.[C:37]([OH:40])(=O)C.C[CH2:42][N:43](C(C)C)[CH:44](C)C.CN(C(ON1N=NC2C=CC=NC1=2)=[N+](C)C)C.F[P-](F)(F)(F)(F)F. (5) Given the product [C:17]1([C:16](=[N:1][C@@H:2]2[CH2:7][CH2:6][N:5]([C:8]([O:10][C:11]([CH3:12])([CH3:14])[CH3:13])=[O:9])[CH2:4][C@H:3]2[OH:15])[C:23]2[CH:24]=[CH:25][CH:26]=[CH:27][CH:28]=2)[CH:22]=[CH:21][CH:20]=[CH:19][CH:18]=1, predict the reactants needed to synthesize it. The reactants are: [NH2:1][C@@H:2]1[CH2:7][CH2:6][N:5]([C:8]([O:10][C:11]([CH3:14])([CH3:13])[CH3:12])=[O:9])[CH2:4][C@H:3]1[OH:15].[C:16](=N)([C:23]1[CH:28]=[CH:27][CH:26]=[CH:25][CH:24]=1)[C:17]1[CH:22]=[CH:21][CH:20]=[CH:19][CH:18]=1.C(N(CC)CC)C.